Dataset: HIV replication inhibition screening data with 41,000+ compounds from the AIDS Antiviral Screen. Task: Binary Classification. Given a drug SMILES string, predict its activity (active/inactive) in a high-throughput screening assay against a specified biological target. (1) The drug is CN1C2CCCC1CC(=O)NC2. The result is 0 (inactive). (2) The compound is CCN(CC)CCCN=c1c2cc(OC)ccc2[nH]c2c([N+](=O)[O-])ccc(NCCCN(CC)CC)c12. The result is 0 (inactive). (3) The molecule is NCCc1ccc(O)c(O)c1. The result is 0 (inactive). (4) The compound is CC(CCCN1CCCCC1)C1CCC2C3CCC4CC(O)CCC4(C)C3CCC12C.Cl. The result is 0 (inactive). (5) The compound is COc1nc(C(Cl)(Cl)Cl)c(Cl)c(OC)c1Cl. The result is 0 (inactive). (6) The compound is CCC1(COC(NC(=O)c2ccccc2)(C(F)(F)F)C(F)(F)F)COC1. The result is 0 (inactive). (7) The molecule is COC(=O)Cc1c(C2C(CC(=O)OC)c3ccccc3N2S(=O)(=O)c2ccc(C)cc2)[nH]c2ccccc12. The result is 0 (inactive).